The task is: Regression. Given a target protein amino acid sequence and a drug SMILES string, predict the binding affinity score between them. We predict pKi (pKi = -log10(Ki in M); higher means stronger inhibition). Dataset: bindingdb_ki.. This data is from Drug-target binding data from BindingDB using Ki measurements. The compound is CCCC(=O)C(=O)[O-]. The target protein (P0A6L2) has sequence MFTGSIVAIVTPMDEKGNVCRASLKKLIDYHVASGTSAIVSVGTTGESATLNHDEHADVVMMTLDLADGRIPVIAGTGANATAEAISLTQRFNDSGIVGCLTVTPYYNRPSQEGLYQHFKAIAEHTDLPQILYNVPSRTGCDLLPETVGRLAKVKNIIGIKEATGNLTRVNQIKELVSDDFVLLSGDDASALDFMQLGGHGVISVTANVAARDMAQMCKLAAEGHFAEARVINQRLMPLHNKLFVEPNPIPVKWACKELGLVATDTLRLPMTPITDSGRETVRAALKHAGLL. The pKi is 3.1.